This data is from Reaction yield outcomes from USPTO patents with 853,638 reactions. The task is: Predict the reaction yield, written as a fraction of the theoretical maximum amount of product (1.0 means a 100% yield; for example, 0.34 means a 34% yield). (1) The product is [F:41][C:42]1[C:43]([S:52][CH3:53])=[C:44]([C:11]2[C:12]([C:16](=[O:32])[C:17]3[CH:22]=[CH:21][C:20]([O:23][CH2:24][CH2:25][N:26]4[CH2:27][CH2:28][CH2:29][CH2:30][CH2:31]4)=[CH:19][CH:18]=3)=[C:13]3[C:8](=[CH:9][CH:10]=2)[CH:7]=[C:6]([O:5][S:2]([CH3:1])(=[O:4])=[O:3])[CH:15]=[CH:14]3)[CH:45]=[C:46]([F:48])[CH:47]=1. The yield is 0.900. The catalyst is C1C=CC([P]([Pd]([P](C2C=CC=CC=2)(C2C=CC=CC=2)C2C=CC=CC=2)([P](C2C=CC=CC=2)(C2C=CC=CC=2)C2C=CC=CC=2)[P](C2C=CC=CC=2)(C2C=CC=CC=2)C2C=CC=CC=2)(C2C=CC=CC=2)C2C=CC=CC=2)=CC=1.C(=O)([O-])[O-].[Na+].[Na+]. The reactants are [CH3:1][S:2]([O:5][C:6]1[CH:7]=[C:8]2[C:13](=[CH:14][CH:15]=1)[C:12]([C:16](=[O:32])[C:17]1[CH:22]=[CH:21][C:20]([O:23][CH2:24][CH2:25][N:26]3[CH2:31][CH2:30][CH2:29][CH2:28][CH2:27]3)=[CH:19][CH:18]=1)=[C:11](OS(C(F)(F)F)(=O)=O)[CH:10]=[CH:9]2)(=[O:4])=[O:3].[F:41][C:42]1[C:43]([S:52][CH3:53])=[C:44](B(O)O)[CH:45]=[C:46]([F:48])[CH:47]=1. (2) The reactants are [C:1]([C:5]1[O:9][N:8]=[C:7]([NH:10][C:11]([NH:13][C:14]2[CH:19]=[CH:18][CH:17]=[C:16]([OH:20])[CH:15]=2)=[O:12])[CH:6]=1)([CH3:4])([CH3:3])[CH3:2].Cl[C:22]1[C:31]2[C:26](=[CH:27][C:28]([O:34][CH2:35][CH2:36][CH2:37][Cl:38])=[C:29]([O:32][CH3:33])[CH:30]=2)[N:25]=[CH:24][N:23]=1.C([O-])([O-])=O.[Cs+].[Cs+]. The catalyst is C1COCC1.C(OCC)(=O)C. The product is [C:1]([C:5]1[O:9][N:8]=[C:7]([NH:10][C:11]([NH:13][C:14]2[CH:19]=[CH:18][CH:17]=[C:16]([O:20][C:22]3[C:31]4[C:26](=[CH:27][C:28]([O:34][CH2:35][CH2:36][CH2:37][Cl:38])=[C:29]([O:32][CH3:33])[CH:30]=4)[N:25]=[CH:24][N:23]=3)[CH:15]=2)=[O:12])[CH:6]=1)([CH3:4])([CH3:2])[CH3:3]. The yield is 0.610. (3) The reactants are [N:1]1[N:2]2[CH:13]=[CH:12][N:11]=[C:3]2[N:4]=[C:5]([C:7]([OH:10])([CH3:9])[CH3:8])[CH:6]=1.C([O-])(=O)C.[Na+].[Br:19]Br. The catalyst is C(O)(=O)C. The product is [Br:19][C:13]1[N:2]2[N:1]=[CH:6][C:5]([C:7]([OH:10])([CH3:9])[CH3:8])=[N:4][C:3]2=[N:11][CH:12]=1. The yield is 0.770. (4) The reactants are [C:1]([O:5][CH:6]([C:11]1[C:12]([CH3:27])=[N:13][C:14]2[N:15]([N:18]=[C:19]([C:21]3[CH:26]=[CH:25][CH:24]=[CH:23][CH:22]=3)[CH:20]=2)[C:16]=1[Cl:17])[C:7]([O:9][CH3:10])=[O:8])([CH3:4])([CH3:3])[CH3:2].C1C(=O)N([Br:35])C(=O)C1. The catalyst is C(#N)C. The product is [Br:35][C:20]1[C:19]([C:21]2[CH:26]=[CH:25][CH:24]=[CH:23][CH:22]=2)=[N:18][N:15]2[C:16]([Cl:17])=[C:11]([CH:6]([O:5][C:1]([CH3:4])([CH3:3])[CH3:2])[C:7]([O:9][CH3:10])=[O:8])[C:12]([CH3:27])=[N:13][C:14]=12. The yield is 0.960. (5) The reactants are CC1(C)[O:7][CH2:6][CH:5]([CH2:8][CH2:9][N:10]2[CH:17]=[CH:16][C:14](=[O:15])[NH:13][C:11]2=[O:12])[CH2:4][O:3]1.[OH-].[Na+]. The catalyst is Cl. The product is [OH:3][CH2:4][CH:5]([CH2:6][OH:7])[CH2:8][CH2:9][N:10]1[CH:17]=[CH:16][C:14](=[O:15])[NH:13][C:11]1=[O:12]. The yield is 0.352. (6) The reactants are [C:1](N1C=CC=CC1=O)([N:3]1C=CC=CC1=O)=[S:2].[F:17][C:18]([F:30])([F:29])[C:19]1[CH:20]=[C:21]2[C:25](=[CH:26][CH:27]=1)[NH:24][N:23]=[C:22]2[NH2:28].[NH4+].[OH-]. The catalyst is C(Cl)Cl.CO. The product is [F:30][C:18]([F:17])([F:29])[C:19]1[CH:20]=[C:21]2[C:25](=[CH:26][CH:27]=1)[NH:24][N:23]=[C:22]2[NH:28][C:1]([NH2:3])=[S:2]. The yield is 0.990.